From a dataset of Full USPTO retrosynthesis dataset with 1.9M reactions from patents (1976-2016). Predict the reactants needed to synthesize the given product. Given the product [S:3]1[CH:4]=[CH:5][N:6]=[C:2]1[NH:7][C:8]1[CH:9]=[C:10]([OH:14])[CH:11]=[CH:12][CH:13]=1, predict the reactants needed to synthesize it. The reactants are: Br[C:2]1[S:3][CH:4]=[CH:5][N:6]=1.[NH2:7][C:8]1[CH:9]=[C:10]([OH:14])[CH:11]=[CH:12][CH:13]=1.Cl.